The task is: Predict the reactants needed to synthesize the given product.. This data is from Full USPTO retrosynthesis dataset with 1.9M reactions from patents (1976-2016). (1) The reactants are: [CH:1]1([N:7]2[C:12](=[O:13])[C:11]([C:14]([NH:16][CH2:17][C:18]([O:20]CC)=[O:19])=[O:15])=[C:10]([OH:23])[N:9]([CH:24]3[CH2:29][CH2:28][CH2:27][N:26](C(OCC4C=CC=CC=4)=O)[CH2:25]3)[C:8]2=[O:40])[CH2:6][CH2:5][CH2:4][CH2:3][CH2:2]1.C1(N2C(=O)CC(=O)N(C3CCCN(C(OCC4C=CC=CC=4)=O)C3)C2=O)CCCCC1.C(N(C(C)C)CC)(C)C.N(CC(OCC)=O)=C=O. Given the product [CH:1]1([N:7]2[C:12](=[O:13])[C:11]([C:14]([NH:16][CH2:17][C:18]([OH:20])=[O:19])=[O:15])=[C:10]([OH:23])[N:9]([CH:24]3[CH2:29][CH2:28][CH2:27][NH:26][CH2:25]3)[C:8]2=[O:40])[CH2:6][CH2:5][CH2:4][CH2:3][CH2:2]1, predict the reactants needed to synthesize it. (2) Given the product [NH:47]1[CH2:51][CH2:50][N:49]=[C:48]1[C:52]1[CH:57]=[CH:56][C:55]([CH2:58][CH2:59][NH:28][C:22]([C:18]2[CH:17]=[C:16]([CH2:15][N:13]([S:10]([C:6]3[C:7]([CH3:9])=[CH:8][C:3]([O:2][CH3:1])=[CH:4][C:5]=3[CH3:25])(=[O:12])=[O:11])[CH3:14])[O:20][C:19]=2[CH3:21])=[O:23])=[CH:54][CH:53]=1, predict the reactants needed to synthesize it. The reactants are: [CH3:1][O:2][C:3]1[CH:8]=[C:7]([CH3:9])[C:6]([S:10]([N:13]([CH2:15][C:16]2[O:20][C:19]([CH3:21])=[C:18]([C:22](O)=[O:23])[CH:17]=2)[CH3:14])(=[O:12])=[O:11])=[C:5]([CH3:25])[CH:4]=1.CC[N:28]=C=NCCCN(C)C.C1C=NC2N(O)N=NC=2C=1.[NH:47]1[CH2:51][CH2:50][N:49]=[C:48]1[C:52]1[CH:57]=[CH:56][C:55]([CH:58](N)[CH3:59])=[CH:54][CH:53]=1.Cl.CCN(C(C)C)C(C)C. (3) Given the product [Br-:1].[C:8]([C:3]1[C:2]([Zn+:10])=[CH:7][CH:6]=[CH:5][N:4]=1)#[N:9], predict the reactants needed to synthesize it. The reactants are: [Br:1][C:2]1[C:3]([C:8]#[N:9])=[N:4][CH:5]=[CH:6][CH:7]=1.[Zn:10]. (4) Given the product [CH3:1][O:2][C:3](=[O:40])[C:4]1[CH:9]=[CH:8][C:7]([S:10](=[O:39])(=[O:38])[N:11]([C:12]2[C:13]([O:36][CH3:37])=[N:14][C:15]([O:18][CH2:19][C:20]3[C:21]([C:28]4[C:29]([Cl:35])=[CH:30][CH:31]=[CH:32][C:33]=4[Cl:34])=[N:22][O:23][C:24]=3[CH:25]([CH3:27])[CH3:26])=[CH:16][CH:17]=2)[CH3:43])=[CH:6][CH:5]=1, predict the reactants needed to synthesize it. The reactants are: [CH3:1][O:2][C:3](=[O:40])[C:4]1[CH:9]=[CH:8][C:7]([S:10](=[O:39])(=[O:38])[NH:11][C:12]2[C:13]([O:36][CH3:37])=[N:14][C:15]([O:18][CH2:19][C:20]3[C:21]([C:28]4[C:33]([Cl:34])=[CH:32][CH:31]=[CH:30][C:29]=4[Cl:35])=[N:22][O:23][C:24]=3[CH:25]([CH3:27])[CH3:26])=[CH:16][CH:17]=2)=[CH:6][CH:5]=1.[H-].[Na+].[CH3:43]I.[OH-].[Na+]. (5) Given the product [OH:22][CH2:21][C:12]1[C:13]2[C:18](=[CH:17][CH:16]=[CH:15][CH:14]=2)[CH:19]=[CH:20][C:11]=1[S:10][C:5]1[CH:6]=[CH:7][CH:8]=[CH:9][C:4]=1[CH2:1][OH:2], predict the reactants needed to synthesize it. The reactants are: [C:1]([C:4]1[CH:9]=[CH:8][CH:7]=[CH:6][C:5]=1[S:10][C:11]1[CH:20]=[CH:19][C:18]2[C:13](=[CH:14][CH:15]=[CH:16][CH:17]=2)[C:12]=1[C:21](O)=[O:22])(O)=[O:2].S(C1C=CC=CC=1C(OC)=O)C1C=CC=CC=1C(OC)=O. (6) Given the product [CH3:1][N:2]([CH3:12])[C:3]1[CH:8]=[CH:7][C:6]([C:24]2[N:29]=[C:28]3[N:30]([CH2:39][O:40][CH2:41][CH2:42][Si:43]([CH3:46])([CH3:44])[CH3:45])[N:31]=[C:32]([C:33]4[CH:34]=[CH:35][CH:36]=[CH:37][CH:38]=4)[C:27]3=[C:26]([C:47]([F:49])([F:48])[F:50])[CH:25]=2)=[CH:5][CH:4]=1, predict the reactants needed to synthesize it. The reactants are: [CH3:1][N:2]([CH3:12])[C:3]1[CH:8]=[CH:7][C:6](B(O)O)=[CH:5][CH:4]=1.O.O.P([O-])([O-])([O-])=O.[K+].[K+].[K+].Br[C:24]1[N:29]=[C:28]2[N:30]([CH2:39][O:40][CH2:41][CH2:42][Si:43]([CH3:46])([CH3:45])[CH3:44])[N:31]=[C:32]([C:33]3[CH:38]=[CH:37][CH:36]=[CH:35][CH:34]=3)[C:27]2=[C:26]([C:47]([F:50])([F:49])[F:48])[CH:25]=1.COCCOC.O. (7) The reactants are: F[C:2]1[C:3]([N+:8]([O-:10])=[O:9])=[N:4][CH:5]=[CH:6][CH:7]=1.[NH2:11][C:12]1[CH:17]=[CH:16][CH:15]=[CH:14][CH:13]=1.CCN(CC)CC. Given the product [N+:8]([C:3]1[C:2]([NH:11][C:12]2[CH:17]=[CH:16][CH:15]=[CH:14][CH:13]=2)=[CH:7][CH:6]=[CH:5][N:4]=1)([O-:10])=[O:9], predict the reactants needed to synthesize it. (8) Given the product [Br:21][CH2:18][C:17](=[O:19])[CH2:16][C:15]([NH:14][C:4]1[CH:5]=[CH:6][C:7]([N:8]2[CH2:9][CH2:10][O:11][CH2:12][CH2:13]2)=[C:2]([F:1])[CH:3]=1)=[O:20], predict the reactants needed to synthesize it. The reactants are: [F:1][C:2]1[CH:3]=[C:4]([NH:14][C:15](=[O:20])[CH2:16][C:17](=[O:19])[CH3:18])[CH:5]=[CH:6][C:7]=1[N:8]1[CH2:13][CH2:12][O:11][CH2:10][CH2:9]1.[Br:21]Br. (9) Given the product [F:15][C:12]1[CH:13]=[CH:14][C:9]([C:8]2[N:4]([CH2:1][CH:2]=[CH:3][C:18]3[CH:19]=[CH:20][C:21]([C:24]4[O:30][C:27]([CH:28]=[O:29])=[CH:26][CH:25]=4)=[CH:22][CH:23]=3)[C:5](=[O:16])[NH:6][N:7]=2)=[CH:10][CH:11]=1, predict the reactants needed to synthesize it. The reactants are: [CH2:1]([N:4]1[C:8]([C:9]2[CH:14]=[CH:13][C:12]([F:15])=[CH:11][CH:10]=2)=[N:7][NH:6][C:5]1=[O:16])[CH:2]=[CH2:3].Br[C:18]1[CH:23]=[CH:22][C:21]([C:24]2[O:30][C:27]([CH:28]=[O:29])=[CH:26][CH:25]=2)=[CH:20][CH:19]=1.C(N(C(C)C)CC)(C)C. (10) Given the product [F:13][C:14]([F:21])([F:20])[CH2:15][O:16][CH2:17][CH2:18][O:19][C:2]1[CH:12]=[CH:11][C:5]([C:6]([OH:8])=[O:7])=[CH:4][N:3]=1, predict the reactants needed to synthesize it. The reactants are: Cl[C:2]1[CH:12]=[CH:11][C:5]([C:6]([O:8]CC)=[O:7])=[CH:4][N:3]=1.[F:13][C:14]([F:21])([F:20])[CH2:15][O:16][CH2:17][CH2:18][OH:19].[H-].[Na+].